Dataset: Forward reaction prediction with 1.9M reactions from USPTO patents (1976-2016). Task: Predict the product of the given reaction. Given the reactants [CH3:1][O:2][C:3]1[CH:8]=[CH:7][C:6]2[C:9]3[N:10]([CH2:21][CH2:22][CH2:23][CH2:24][CH2:25]Cl)[C:11]4[C:16]([C:17]=3[CH2:18][CH2:19][S:20][C:5]=2[CH:4]=1)=[CH:15][CH:14]=[CH:13][CH:12]=4.[NH:27]1[CH2:32][CH2:31][CH2:30][CH2:29][CH2:28]1, predict the reaction product. The product is: [CH3:1][O:2][C:3]1[CH:8]=[CH:7][C:6]2[C:9]3[N:10]([CH2:21][CH2:22][CH2:23][CH2:24][CH2:25][N:27]4[CH2:32][CH2:31][CH2:30][CH2:29][CH2:28]4)[C:11]4[C:16]([C:17]=3[CH2:18][CH2:19][S:20][C:5]=2[CH:4]=1)=[CH:15][CH:14]=[CH:13][CH:12]=4.